This data is from Reaction yield outcomes from USPTO patents with 853,638 reactions. The task is: Predict the reaction yield, written as a fraction of the theoretical maximum amount of product (1.0 means a 100% yield; for example, 0.34 means a 34% yield). The reactants are [NH2:1][C:2]1[CH:28]=[CH:27][C:5]([O:6][C:7]2[CH:12]=[CH:11][N:10]=[C:9]([NH:13][C:14]([N:16]3[CH2:21][CH2:20][CH:19]([CH2:22][N:23]4[CH2:26][CH2:25][CH2:24]4)[CH2:18][CH2:17]3)=[O:15])[CH:8]=2)=[CH:4][CH:3]=1.[C:29]1([CH2:35][C:36]([N:38]=[C:39]=[O:40])=[O:37])[CH:34]=[CH:33][CH:32]=[CH:31][CH:30]=1. The catalyst is CN(C)C=O.CCCCCC.C(OCC)C. The product is [C:29]1([CH2:35][C:36]([NH:38][C:39](=[O:40])[NH:1][C:2]2[CH:28]=[CH:27][C:5]([O:6][C:7]3[CH:12]=[CH:11][N:10]=[C:9]([NH:13][C:14]([N:16]4[CH2:17][CH2:18][CH:19]([CH2:22][N:23]5[CH2:26][CH2:25][CH2:24]5)[CH2:20][CH2:21]4)=[O:15])[CH:8]=3)=[CH:4][CH:3]=2)=[O:37])[CH:34]=[CH:33][CH:32]=[CH:31][CH:30]=1. The yield is 0.631.